Dataset: Catalyst prediction with 721,799 reactions and 888 catalyst types from USPTO. Task: Predict which catalyst facilitates the given reaction. (1) Reactant: [CH3:1][C:2]1[N:3]=[C:4]2[S:21][CH:20]=[CH:19][N:5]2[C:6](=[O:18])[C:7]=1[C:8]1[CH:13]=[CH:12][C:11]([C:14]([F:17])([F:16])[F:15])=[CH:10][CH:9]=1.[CH:22]1([O:27][C:28]2[C:35]([O:36][CH3:37])=[CH:34][CH:33]=[CH:32][C:29]=2[CH:30]=O)[CH2:26][CH2:25][CH2:24][CH2:23]1.[O-]CC.[Na+]. The catalyst class is: 8. Product: [CH:22]1([O:27][C:28]2[C:35]([O:36][CH3:37])=[CH:34][CH:33]=[CH:32][C:29]=2/[CH:30]=[CH:1]/[C:2]2[N:3]=[C:4]3[S:21][CH:20]=[CH:19][N:5]3[C:6](=[O:18])[C:7]=2[C:8]2[CH:13]=[CH:12][C:11]([C:14]([F:17])([F:15])[F:16])=[CH:10][CH:9]=2)[CH2:23][CH2:24][CH2:25][CH2:26]1. (2) Reactant: Br[Zn][CH2:3][C:4]([O:6][CH2:7][CH3:8])=[O:5].[C:9]1(=[O:15])[CH2:14][CH2:13][CH2:12][CH:11]=[CH:10]1.Cl.C(OCC)(=O)C. Product: [CH2:7]([O:6][C:4](=[O:5])[CH2:3][C:9]1([OH:15])[CH2:14][CH2:13][CH2:12][CH:11]=[CH:10]1)[CH3:8]. The catalyst class is: 1. (3) Reactant: [CH3:1][C:2]1[C:3]2[CH:17]=[CH:16][C:15](=[O:18])[NH:14][C:4]=2[N:5]=[C:6]([O:8][CH2:9][CH2:10][CH2:11][CH:12]=O)[N:7]=1.[CH:19]([C:22]1[N:27]=[C:26]([N:28]2[CH2:33][CH2:32][NH:31][CH2:30][CH2:29]2)[CH:25]=[CH:24][CH:23]=1)([CH3:21])[CH3:20].C(O[BH-](OC(=O)C)OC(=O)C)(=O)C.[Na+]. Product: [CH:19]([C:22]1[N:27]=[C:26]([N:28]2[CH2:33][CH2:32][N:31]([CH2:12][CH2:11][CH2:10][CH2:9][O:8][C:6]3[N:7]=[C:2]([CH3:1])[C:3]4[CH:17]=[CH:16][C:15](=[O:18])[NH:14][C:4]=4[N:5]=3)[CH2:30][CH2:29]2)[CH:25]=[CH:24][CH:23]=1)([CH3:21])[CH3:20]. The catalyst class is: 2. (4) Reactant: [N-:1]=[N+:2]=[N-:3].[Na+].[Si](Cl)(Cl)(Cl)Cl.[N+:10]([C:13]1[C:22]2[C:17](=[CH:18][CH:19]=[CH:20][CH:21]=2)[CH:16]=[CH:15][C:14]=1[NH:23][C:24]1[CH:29]=[CH:28][C:27]([NH:30][C:31](=O)[CH2:32][CH2:33][C:34]2[CH:35]=[N:36][CH:37]=[CH:38][CH:39]=2)=[CH:26][CH:25]=1)([O-:12])=[O:11].C(=O)([O-])O.[Na+]. Product: [N+:10]([C:13]1[C:22]2[C:17](=[CH:18][CH:19]=[CH:20][CH:21]=2)[CH:16]=[CH:15][C:14]=1[NH:23][C:24]1[CH:29]=[CH:28][C:27]([N:30]2[C:31]([CH2:32][CH2:33][C:34]3[CH:35]=[N:36][CH:37]=[CH:38][CH:39]=3)=[N:3][N:2]=[N:1]2)=[CH:26][CH:25]=1)([O-:12])=[O:11]. The catalyst class is: 10. (5) Reactant: [Cl:1][C:2]1[C:7]([NH:8][C:9](=[O:12])[CH2:10]Br)=[C:6]([Cl:13])[CH:5]=[C:4]([CH3:14])[N:3]=1.C(=O)([O-])[O-].[K+].[K+].[OH:21][CH2:22][CH2:23][N:24]1[CH2:29][CH2:28][NH:27][CH2:26][CH2:25]1. Product: [Cl:1][C:2]1[C:7]([NH:8][C:9](=[O:12])[CH2:10][N:27]2[CH2:28][CH2:29][N:24]([CH2:23][CH2:22][OH:21])[CH2:25][CH2:26]2)=[C:6]([Cl:13])[CH:5]=[C:4]([CH3:14])[N:3]=1. The catalyst class is: 10. (6) Reactant: [F:1][C:2]1[CH:11]=[C:10]([F:12])[CH:9]=[C:8]2[C:3]=1[C:4]([NH:27][C:28]1[CH:29]=[N:30][CH:31]=[C:32]([N:34]3[CH2:39][CH2:38][O:37][CH2:36][CH2:35]3)[CH:33]=1)=[C:5]([CH3:26])[C:6]([N:13]1[CH2:18][CH2:17][N:16](C(OC(C)(C)C)=O)[CH2:15][CH2:14]1)=[N:7]2.FC(F)(F)C(O)=O.C(=O)(O)[O-].[Na+]. Product: [F:1][C:2]1[CH:11]=[C:10]([F:12])[CH:9]=[C:8]2[C:3]=1[C:4]([NH:27][C:28]1[CH:29]=[N:30][CH:31]=[C:32]([N:34]3[CH2:39][CH2:38][O:37][CH2:36][CH2:35]3)[CH:33]=1)=[C:5]([CH3:26])[C:6]([N:13]1[CH2:14][CH2:15][NH:16][CH2:17][CH2:18]1)=[N:7]2. The catalyst class is: 2. (7) The catalyst class is: 3. Reactant: [C:1]1([CH3:15])[CH:6]=[CH:5][CH:4]=[C:3]([N:7]2[N:11]=[N:10][C:9]([C:12]([OH:14])=O)=[N:8]2)[CH:2]=1.Cl.CN(C)CCCN=C=NCC.O.ON1C2C=CC=CC=2N=N1.[CH3:39][N:40]1[C:44]([NH:45][CH3:46])=[N:43][N:42]=[C:41]1[C:47]1[CH:52]=[N:51][NH:50][C:49](=[O:53])[CH:48]=1. Product: [CH3:46][N:45]([C:44]1[N:40]([CH3:39])[C:41]([C:47]2[CH:52]=[N:51][NH:50][C:49](=[O:53])[CH:48]=2)=[N:42][N:43]=1)[C:12]([C:9]1[N:10]=[N:11][N:7]([C:3]2[CH:4]=[CH:5][CH:6]=[C:1]([CH3:15])[CH:2]=2)[N:8]=1)=[O:14].